From a dataset of Forward reaction prediction with 1.9M reactions from USPTO patents (1976-2016). Predict the product of the given reaction. (1) Given the reactants [I:1][C:2]1[CH:7]=[CH:6][C:5]([NH:8][C:9]2[CH:18]=[N:17][CH:16]=[CH:15][C:10]=2[C:11]([NH:13][NH2:14])=O)=[C:4]([CH3:19])[CH:3]=1.I.CS[CH:23]([NH2:25])[NH2:24].O, predict the reaction product. The product is: [NH2:25][C:23]1[NH:24][C:11]([C:10]2[CH:15]=[CH:16][N:17]=[CH:18][C:9]=2[NH:8][C:5]2[CH:6]=[CH:7][C:2]([I:1])=[CH:3][C:4]=2[CH3:19])=[N:13][N:14]=1. (2) Given the reactants [NH2:1][C:2]1[CH:3]=[C:4]([O:15][CH3:16])[C:5]([Cl:14])=[C:6]([C:8]#[C:9]C(C)(O)C)[CH:7]=1.[OH-].[Na+], predict the reaction product. The product is: [Cl:14][C:5]1[C:4]([O:15][CH3:16])=[CH:3][C:2]([NH2:1])=[CH:7][C:6]=1[C:8]#[CH:9]. (3) Given the reactants [OH:1][C:2]1[C:14]2[C:13]3[C:8](=[CH:9][C:10]([CH2:15][OH:16])=[CH:11][CH:12]=3)[C:7](=[O:17])[C:6]=2[CH:5]=[CH:4][CH:3]=1.[C:18]([Si:22]([CH3:25])([CH3:24])Cl)([CH3:21])([CH3:20])[CH3:19].N1C=CN=C1, predict the reaction product. The product is: [OH:1][C:2]1[C:14]2[C:13]3[C:8](=[CH:9][C:10]([CH2:15][O:16][Si:22]([C:18]([CH3:21])([CH3:20])[CH3:19])([CH3:25])[CH3:24])=[CH:11][CH:12]=3)[C:7](=[O:17])[C:6]=2[CH:5]=[CH:4][CH:3]=1. (4) Given the reactants [F:1][C:2]1[CH:7]=[CH:6][N:5]2[C:8]([CH2:14][C:15]3[CH:38]=[CH:37][C:18]4/[C:19](=[C:29](\[C:31]5[NH:32][O:33][C:34](=[O:36])[N:35]=5)/[CH3:30])/[C:20]5[CH:27]=[CH:26][C:25]([F:28])=[CH:24][C:21]=5[O:22][CH2:23][C:17]=4[CH:16]=3)=[C:9]([C:11]([NH2:13])=O)[N:10]=[C:4]2[CH:3]=1.C(N(CC)CC)C.FC(F)(F)C(OC(=O)C(F)(F)F)=O.O, predict the reaction product. The product is: [C:11]([C:9]1[N:10]=[C:4]2[CH:3]=[C:2]([F:1])[CH:7]=[CH:6][N:5]2[C:8]=1[CH2:14][C:15]1[CH:38]=[CH:37][C:18]2/[C:19](=[C:29](\[C:31]3[NH:35][C:34](=[O:36])[O:33][N:32]=3)/[CH3:30])/[C:20]3[CH:27]=[CH:26][C:25]([F:28])=[CH:24][C:21]=3[O:22][CH2:23][C:17]=2[CH:16]=1)#[N:13]. (5) Given the reactants [N+:1]([C:4]1[CH:9]=[CH:8][C:7]([NH:10][C:11]2[NH:15][C:14]3[CH:16]=[CH:17][CH:18]=[CH:19][C:13]=3[N:12]=2)=[CH:6][CH:5]=1)([O-:3])=[O:2].C(N(CC)C(C)C)(C)C.Br[CH2:30][C:31](Br)=[O:32], predict the reaction product. The product is: [N+:1]([C:4]1[CH:5]=[CH:6][C:7]([N:10]2[C:11]3=[N:12][C:13]4[CH:19]=[CH:18][CH:17]=[CH:16][C:14]=4[N:15]3[C:31](=[O:32])[CH2:30]2)=[CH:8][CH:9]=1)([O-:3])=[O:2]. (6) Given the reactants [NH:1]1[CH2:6][CH2:5][S:4][CH2:3][CH2:2]1.[Cl:7][CH2:8][CH2:9][CH2:10]I.Cl, predict the reaction product. The product is: [ClH:7].[Cl:7][CH2:8][CH2:9][CH2:10][N:1]1[CH2:6][CH2:5][S:4][CH2:3][CH2:2]1. (7) The product is: [CH2:21]([NH:23][C:24]([N:15]1[C:16]([CH3:20])=[C:17]([CH2:18][CH3:19])[C:13]([O:12][C:3]2[C:2]([Cl:1])=[CH:7][C:6]([C:8]([F:10])([F:11])[F:9])=[CH:5][N:4]=2)=[N:14]1)=[O:25])[CH3:22]. Given the reactants [Cl:1][C:2]1[C:3]([O:12][C:13]2[C:17]([CH2:18][CH3:19])=[C:16]([CH3:20])[NH:15][N:14]=2)=[N:4][CH:5]=[C:6]([C:8]([F:11])([F:10])[F:9])[CH:7]=1.[CH2:21]([N:23]=[C:24]=[O:25])[CH3:22], predict the reaction product.